The task is: Predict the product of the given reaction.. This data is from Forward reaction prediction with 1.9M reactions from USPTO patents (1976-2016). (1) Given the reactants Br[C:2]1[CH:7]=[CH:6][CH:5]=[CH:4][N:3]=1.C([Sn](CCCC)(CCCC)[C:13]1[O:17][N:16]=[C:15]([C:18]([O:20][CH2:21][CH3:22])=[O:19])[CH:14]=1)CCC.F[P-](F)(F)(F)(F)F.C([N+]1C=CN(C)C=1)CCC, predict the reaction product. The product is: [N:3]1[CH:4]=[CH:5][CH:6]=[CH:7][C:2]=1[C:13]1[O:17][N:16]=[C:15]([C:18]([O:20][CH2:21][CH3:22])=[O:19])[CH:14]=1. (2) Given the reactants [C:1]1([C:7]2[N:16]=[CH:15][CH:14]=[CH:13][C:8]=2C(OC)=O)[CH:6]=[CH:5][CH:4]=[CH:3][CH:2]=1.[CH3:17][Mg+].[Br-].[C:20](O)(=O)[CH3:21], predict the reaction product. The product is: [CH3:17][C:20]1([CH3:21])[C:8]2[C:7](=[N:16][CH:15]=[CH:14][CH:13]=2)[C:1]2[C:6]1=[CH:5][CH:4]=[CH:3][CH:2]=2. (3) Given the reactants [S:1]1[CH:5]=[CH:4][CH:3]=[C:2]1[CH:6]=[CH:7][C:8]([OH:10])=[O:9], predict the reaction product. The product is: [S:1]1[CH:5]=[CH:4][CH:3]=[C:2]1[CH2:6][CH2:7][C:8]([OH:10])=[O:9]. (4) The product is: [CH:12]1[C:11](=[O:18])[C:10]([OH:19])=[CH:9][O:14][C:13]=1[CH2:15][OH:16]. Given the reactants C1C(O)=CC=C(O[C@@H:9]2[O:14][C@H:13]([CH2:15][OH:16])[C@@H:12](O)[C@H:11]([OH:18])[C@H:10]2[OH:19])C=1.C(C1C=CC(O)=CC=1O)CCCCC.C([C@H](N)C(O)=O)CC(N[C@H](C(NCC(O)=O)=O)CS)=O.C1C[C@H](C(O)=O)CC[C@H]1CN, predict the reaction product. (5) Given the reactants [C@@H:1]1([N:9]2[C:13]3[N:14]=[C:15]([NH:19][C:20](=[O:24])[CH:21]([CH3:23])[CH3:22])[NH:16][C:17](=[O:18])[C:12]=3[C:11]([I:25])=[CH:10]2)[O:6][C@H:5]([CH2:7][OH:8])[C@@H:3]([OH:4])[CH2:2]1.[CH3:26][O:27][C:28]1[CH:49]=[CH:48][C:31]([C:32](Cl)([C:41]2[CH:46]=[CH:45][CH:44]=[CH:43][CH:42]=2)[C:33]2[CH:38]=[CH:37][C:36]([O:39][CH3:40])=[CH:35][CH:34]=2)=[CH:30][CH:29]=1.CO.C([O-])(O)=O.[Na+], predict the reaction product. The product is: [CH3:40][O:39][C:36]1[CH:35]=[CH:34][C:33]([C:32]([O:8][CH2:7][C@H:5]2[O:6][C@@H:1]([N:9]3[C:13]4[N:14]=[C:15]([NH:19][C:20](=[O:24])[CH:21]([CH3:22])[CH3:23])[NH:16][C:17](=[O:18])[C:12]=4[C:11]([I:25])=[CH:10]3)[CH2:2][C@@H:3]2[OH:4])([C:41]2[CH:42]=[CH:43][CH:44]=[CH:45][CH:46]=2)[C:31]2[CH:48]=[CH:49][C:28]([O:27][CH3:26])=[CH:29][CH:30]=2)=[CH:38][CH:37]=1. (6) Given the reactants [O:1]([C:3]1[CH:4]=[C:5]([NH:11][C:12]2[N:17]=[C:16]([N:18]3[CH:22]=[CH:21][C:20]([C:23]([F:26])([F:25])[F:24])=[N:19]3)[C:15]([C:27]3[CH:28]=[C:29]([C:35](O)=[O:36])[C:30]([O:33][CH3:34])=[N:31][CH:32]=3)=[CH:14][N:13]=2)[CH:6]=[C:7]([O:9][CH3:10])[CH:8]=1)[CH3:2].[CH2:38]([S:40]([NH2:43])(=[O:42])=[O:41])[CH3:39].C(N(CC)CC)C.[I-].ClC1C=CC=C[N+]=1C, predict the reaction product. The product is: [CH3:2][O:1][C:3]1[CH:4]=[C:5]([NH:11][C:12]2[N:17]=[C:16]([N:18]3[CH:22]=[CH:21][C:20]([C:23]([F:24])([F:25])[F:26])=[N:19]3)[C:15]([C:27]3[CH:28]=[C:29]([C:35]([NH:43][S:40]([CH2:38][CH3:39])(=[O:42])=[O:41])=[O:36])[C:30]([O:33][CH3:34])=[N:31][CH:32]=3)=[CH:14][N:13]=2)[CH:6]=[C:7]([O:9][CH3:10])[CH:8]=1. (7) Given the reactants ClC1N=C(NC2C=CC=CC=2C(OCC2C=CC=CC=2)=O)C([N+]([O-])=O)=CN=1.Cl.[C:29]([NH:32][C:33]1[CH:38]=[CH:37][C:36]([NH:39]C2N=C(NC3C=CC=CC=3C(OCC3C=CC=CC=3)=O)C([N+]([O-])=O)=CN=2)=[CH:35][CH:34]=1)(=[O:31])[CH3:30], predict the reaction product. The product is: [NH2:39][C:36]1[CH:35]=[CH:34][C:33]([NH:32][C:29](=[O:31])[CH3:30])=[CH:38][CH:37]=1.